This data is from Experimentally validated miRNA-target interactions with 360,000+ pairs, plus equal number of negative samples. The task is: Binary Classification. Given a miRNA mature sequence and a target amino acid sequence, predict their likelihood of interaction. (1) The miRNA is hsa-miR-4665-3p with sequence CUCGGCCGCGGCGCGUAGCCCCCGCC. The protein sequence of the target gene is MAQLLNSILSVIDVFHKYAKGNGDCALLCKEELKQLLLAEFGDILQRPNDPETVETILNLLDQDRDGHIDFHEYLLLVFQLVQACYHKLDNKSHGGRTSQQERGQEGAQDCKFPGNTGRQHRQRHEEERQNSHHSQPERQDGDSHHGQPERQDRDSHHGQSEKQDRDSHHSQPERQDRDSHHNQSERQDKDFSFDQSERQSQDSSSGKKVSHKSTSGQAKWQGHIFALNRCEKPIQDSHYGQSERHTQQSETLGQASHFNQTNQQKSGSYCGQSERLGQELGCGQTDRQGQSSHYGQTDR.... Result: 0 (no interaction). (2) The miRNA is hsa-miR-877-5p with sequence GUAGAGGAGAUGGCGCAGGG. The protein sequence of the target gene is MAGRSLCLTRSSVPGTPFPPPVQQPSTPGPDLLALEEEYKRLNAELQAKTADVVQQAKEIIRDRQEVRSRPVSTQMKSCDDEDDYSLRGLLPSEGIVHLHSETKPKTKNIDPVNKVQNKLHSANKGRKTNSSVKLKYSDVQTADDVAIPEDFSDFSLAKTISKIEGQLEEEGLPEYIDDIFSGVSNDIGTEAQIRFLKAKLHVMQEELDNVVCECNKKEDEIQNLKSQVKNFEEDFMRQQRTINMQQSQVEKYKTLFEEANKKYDGLQQQLSSVERELENKRRLQKQAASSQSATEVRLN.... Result: 0 (no interaction).